Dataset: Full USPTO retrosynthesis dataset with 1.9M reactions from patents (1976-2016). Task: Predict the reactants needed to synthesize the given product. Given the product [CH3:12][C:9]1([OH:10])[C:8]2[C:3](=[CH:4][CH:5]=[CH:6][CH:7]=2)[CH2:2][CH2:1][CH2:11]1, predict the reactants needed to synthesize it. The reactants are: [CH2:1]1[CH2:11][C:9](=[O:10])[C:8]2[C:3](=[CH:4][CH:5]=[CH:6][CH:7]=2)[CH2:2]1.[CH3:12][Mg]Br.